Dataset: Peptide-MHC class I binding affinity with 185,985 pairs from IEDB/IMGT. Task: Regression. Given a peptide amino acid sequence and an MHC pseudo amino acid sequence, predict their binding affinity value. This is MHC class I binding data. (1) The peptide sequence is MEKTHNLMA. The MHC is HLA-A80:01 with pseudo-sequence HLA-A80:01. The binding affinity (normalized) is 0.0847. (2) The peptide sequence is FPSNMMVVT. The MHC is HLA-B18:01 with pseudo-sequence HLA-B18:01. The binding affinity (normalized) is 0.0847. (3) The binding affinity (normalized) is 0.425. The MHC is HLA-A01:01 with pseudo-sequence HLA-A01:01. The peptide sequence is LSRKTFDTEY. (4) The peptide sequence is VPDADPPIPY. The MHC is HLA-B53:01 with pseudo-sequence HLA-B53:01. The binding affinity (normalized) is 0.315. (5) The peptide sequence is RTSKASLER. The MHC is HLA-A30:01 with pseudo-sequence HLA-A30:01. The binding affinity (normalized) is 0.371. (6) The MHC is HLA-A01:01 with pseudo-sequence HLA-A01:01. The peptide sequence is KVMVICYAY. The binding affinity (normalized) is 0.133. (7) The binding affinity (normalized) is 0.0847. The MHC is HLA-A02:01 with pseudo-sequence HLA-A02:01. The peptide sequence is RLASYGLYY.